Predict the product of the given reaction. From a dataset of Forward reaction prediction with 1.9M reactions from USPTO patents (1976-2016). (1) Given the reactants [N+:1]([C:4]1[CH:5]=[C:6]([C:10]2[S:11][CH:12]=[CH:13][N:14]=2)[CH:7]=[CH:8][CH:9]=1)([O-:3])=[O:2].CN(C=O)C.S(Cl)([Cl:23])(=O)=O, predict the reaction product. The product is: [Cl:23][C:12]1[S:11][C:10]([C:6]2[CH:7]=[CH:8][CH:9]=[C:4]([N+:1]([O-:3])=[O:2])[CH:5]=2)=[N:14][CH:13]=1. (2) Given the reactants [NH:1]1[C:9]2[C:4](=[CH:5][CH:6]=[CH:7][CH:8]=2)[CH:3]=[CH:2]1.[CH3:10][C:11]([CH2:13]Br)=[O:12].[C:15]([O-:18])([O-])=[O:16].[K+].[K+].C1OCCOCCOCCOCCOCC[O:23][CH2:22]1.CN([CH:42]=[O:43])C, predict the reaction product. The product is: [CH3:22][O:23][C:5]1[CH:6]=[CH:7][C:8]([O:43][CH3:42])=[C:9]2[C:4]=1[CH:3]=[C:2]([C:15]([OH:18])=[O:16])[N:1]2[CH2:10][C:11](=[O:12])[CH3:13]. (3) The product is: [CH3:25][N:26]([CH2:11][CH2:10][CH2:9][O:8][C:7]1[CH:13]=[CH:14][C:4]([N+:1]([O-:3])=[O:2])=[CH:5][CH:6]=1)[CH3:27]. Given the reactants [N+:1]([C:4]1[CH:14]=[CH:13][C:7]([O:8][CH2:9][CH2:10][CH2:11]Cl)=[CH:6][CH:5]=1)([O-:3])=[O:2].C(=O)([O-])[O-].[K+].[K+].C(#N)C.Cl.[CH3:25][NH:26][CH3:27], predict the reaction product. (4) The product is: [C:1]([O:5][C@@H:6]([C:11]1[C:39]([CH3:40])=[CH:38][C:14]2[N:15]=[C:16]([C:18]3[CH:23]=[CH:22][N:21]=[C:20]([N:24]4[CH2:29][CH2:28][NH:27][C@H:26]([CH3:37])[CH2:25]4)[N:19]=3)[S:17][C:13]=2[C:12]=1[C:41]1[CH:42]=[CH:43][C:44]([Cl:47])=[CH:45][CH:46]=1)[C:7]([O:9][CH3:10])=[O:8])([CH3:2])([CH3:3])[CH3:4]. Given the reactants [C:1]([O:5][C@@H:6]([C:11]1[C:39]([CH3:40])=[CH:38][C:14]2[N:15]=[C:16]([C:18]3[CH:23]=[CH:22][N:21]=[C:20]([N:24]4[CH2:29][CH2:28][N:27](C(OC(C)(C)C)=O)[C@H:26]([CH3:37])[CH2:25]4)[N:19]=3)[S:17][C:13]=2[C:12]=1[C:41]1[CH:46]=[CH:45][C:44]([Cl:47])=[CH:43][CH:42]=1)[C:7]([O:9][CH3:10])=[O:8])([CH3:4])([CH3:3])[CH3:2].Cl, predict the reaction product.